Dataset: Forward reaction prediction with 1.9M reactions from USPTO patents (1976-2016). Task: Predict the product of the given reaction. (1) Given the reactants [CH3:1][C:2]1[CH:9]=[C:8]([N+:10]([O-:12])=[O:11])[CH:7]=[CH:6][C:3]=1[C:4]#[N:5].[Br:13]N1C(=O)CCC1=O.N(C(C)(C)C#N)=NC(C)(C)C#N.BrBr.C1(=O)NC(=O)CC1, predict the reaction product. The product is: [Br:13][CH2:1][C:2]1[CH:9]=[C:8]([N+:10]([O-:12])=[O:11])[CH:7]=[CH:6][C:3]=1[C:4]#[N:5]. (2) Given the reactants C(O[CH:4]=[C:5]([C:11]([O:13][CH2:14][CH3:15])=[O:12])[C:6]([O:8][CH2:9][CH3:10])=[O:7])C.[F:16][C:17]([F:26])([F:25])[C:18]1[CH:24]=[CH:23][CH:22]=[CH:21][C:19]=1[NH2:20], predict the reaction product. The product is: [F:16][C:17]([F:25])([F:26])[C:18]1[CH:24]=[CH:23][CH:22]=[CH:21][C:19]=1[NH:20][CH:4]=[C:5]([C:6]([O:8][CH2:9][CH3:10])=[O:7])[C:11]([O:13][CH2:14][CH3:15])=[O:12].